This data is from Reaction yield outcomes from USPTO patents with 853,638 reactions. The task is: Predict the reaction yield, written as a fraction of the theoretical maximum amount of product (1.0 means a 100% yield; for example, 0.34 means a 34% yield). (1) The reactants are C(Cl)Cl.[CH3:4][N:5]1[CH2:10][CH2:9][NH:8][CH2:7][CH2:6]1.[CH2:11]([O:18][C:19]([N:21]1[CH2:29][C:28]2[C:23](=[CH:24][CH:25]=[C:26]([CH2:30]OS(C)(=O)=O)[CH:27]=2)[CH2:22]1)=[O:20])[C:12]1[CH:17]=[CH:16][CH:15]=[CH:14][CH:13]=1. The catalyst is O. The product is [CH2:11]([O:18][C:19]([N:21]1[CH2:29][C:28]2[C:23](=[CH:24][CH:25]=[C:26]([CH2:30][N:8]3[CH2:9][CH2:10][N:5]([CH3:4])[CH2:6][CH2:7]3)[CH:27]=2)[CH2:22]1)=[O:20])[C:12]1[CH:17]=[CH:16][CH:15]=[CH:14][CH:13]=1. The yield is 0.470. (2) The reactants are Cl[C:2]1[N:7]=[C:6]([C:8]2[CH:9]=[C:10]([O:15][CH:16]([F:18])[F:17])[C:11]([NH2:14])=[N:12][CH:13]=2)[CH:5]=[C:4]([C:19]2[CH:20]=[N:21][N:22]([CH2:24][CH3:25])[CH:23]=2)[N:3]=1.[CH:26]1(B(O)O)[CH2:28][CH2:27]1.C[C@]12C[C@@]3(C)O[C@](C)(C[C@](C)(O3)O1)P2C1C=CC=CC=1.C(=O)([O-])[O-].[Cs+].[Cs+]. The catalyst is O1CCOCC1.C1C=CC(/C=C/C(/C=C/C2C=CC=CC=2)=O)=CC=1.C1C=CC(/C=C/C(/C=C/C2C=CC=CC=2)=O)=CC=1.C1C=CC(/C=C/C(/C=C/C2C=CC=CC=2)=O)=CC=1.[Pd].[Pd]. The product is [CH:26]1([C:2]2[N:7]=[C:6]([C:8]3[CH:9]=[C:10]([O:15][CH:16]([F:18])[F:17])[C:11]([NH2:14])=[N:12][CH:13]=3)[CH:5]=[C:4]([C:19]3[CH:20]=[N:21][N:22]([CH2:24][CH3:25])[CH:23]=3)[N:3]=2)[CH2:28][CH2:27]1. The yield is 0.250. (3) The reactants are [Li+].[BH4-].[C:3]([O:7][C:8]([N:10]1[CH2:15][CH2:14][C:13]2[N:16]([CH2:29][CH2:30][C:31](OC)=[O:32])[N:17]=[C:18]([C:19]3[CH:24]=[CH:23][C:22]([C:25]([F:28])([F:27])[F:26])=[CH:21][CH:20]=3)[C:12]=2[CH2:11]1)=[O:9])([CH3:6])([CH3:5])[CH3:4]. The catalyst is C1COCC1. The product is [C:3]([O:7][C:8]([N:10]1[CH2:15][CH2:14][C:13]2[N:16]([CH2:29][CH2:30][CH2:31][OH:32])[N:17]=[C:18]([C:19]3[CH:24]=[CH:23][C:22]([C:25]([F:28])([F:26])[F:27])=[CH:21][CH:20]=3)[C:12]=2[CH2:11]1)=[O:9])([CH3:6])([CH3:5])[CH3:4]. The yield is 0.950.